Dataset: NCI-60 drug combinations with 297,098 pairs across 59 cell lines. Task: Regression. Given two drug SMILES strings and cell line genomic features, predict the synergy score measuring deviation from expected non-interaction effect. Drug 1: CC1CCC2CC(C(=CC=CC=CC(CC(C(=O)C(C(C(=CC(C(=O)CC(OC(=O)C3CCCCN3C(=O)C(=O)C1(O2)O)C(C)CC4CCC(C(C4)OC)OCCO)C)C)O)OC)C)C)C)OC. Drug 2: CC12CCC3C(C1CCC2OP(=O)(O)O)CCC4=C3C=CC(=C4)OC(=O)N(CCCl)CCCl.[Na+]. Cell line: DU-145. Synergy scores: CSS=28.5, Synergy_ZIP=-1.27, Synergy_Bliss=10.5, Synergy_Loewe=-12.9, Synergy_HSA=8.18.